Dataset: Forward reaction prediction with 1.9M reactions from USPTO patents (1976-2016). Task: Predict the product of the given reaction. (1) Given the reactants [P:1]([O:8][CH2:9][CH3:10])([O:5][CH2:6][CH3:7])[O:2]CC.[I:11][C:12]1[CH:19]=[CH:18][CH:17]=[CH:16][C:13]=1[CH2:14]Cl, predict the reaction product. The product is: [CH2:9]([O:8][P:1]([CH2:14][C:13]1[CH:16]=[CH:17][CH:18]=[CH:19][C:12]=1[I:11])(=[O:2])[O:5][CH2:6][CH3:7])[CH3:10]. (2) Given the reactants [CH3:1][N:2]1[C:6]([NH2:7])=[N:5][N:4]=[N:3]1.[H-].[Na+].[F:10][C:11]([F:47])([F:46])[C:12]1[CH:13]=[CH:14][C:15]([C:18]2[CH:19]=[C:20]([C@H:24]3[CH2:28][C:27]4([CH2:33][CH2:32][N:31]([C:34](OC5C=CC([N+]([O-])=O)=CC=5)=[O:35])[CH2:30][CH2:29]4)[O:26][CH2:25]3)[CH:21]=[CH:22][CH:23]=2)=[N:16][CH:17]=1, predict the reaction product. The product is: [CH3:1][N:2]1[C:6]([NH:7][C:34]([N:31]2[CH2:32][CH2:33][C:27]3([O:26][CH2:25][C@@H:24]([C:20]4[CH:21]=[CH:22][CH:23]=[C:18]([C:15]5[CH:14]=[CH:13][C:12]([C:11]([F:47])([F:10])[F:46])=[CH:17][N:16]=5)[CH:19]=4)[CH2:28]3)[CH2:29][CH2:30]2)=[O:35])=[N:5][N:4]=[N:3]1. (3) Given the reactants [Si]([O:8][CH2:9][C:10]([C:13]1[CH:34]=[CH:33][C:16]([C:17]([NH:19][C:20]2[N:25]=[CH:24][C:23]3[C:26]([Cl:32])=[CH:27][N:28]([CH:29]4[CH2:31][CH2:30]4)[C:22]=3[CH:21]=2)=[O:18])=[CH:15][CH:14]=1)([CH3:12])[CH3:11])(C(C)(C)C)(C)C.CCCC[N+](CCCC)(CCCC)CCCC.[F-].[NH4+].[Cl-], predict the reaction product. The product is: [Cl:32][C:26]1[C:23]2[CH:24]=[N:25][C:20]([NH:19][C:17](=[O:18])[C:16]3[CH:15]=[CH:14][C:13]([C:10]([CH3:12])([CH3:11])[CH2:9][OH:8])=[CH:34][CH:33]=3)=[CH:21][C:22]=2[N:28]([CH:29]2[CH2:31][CH2:30]2)[CH:27]=1. (4) Given the reactants [N:1]1[C:10]2[C:5](=[CH:6][C:7]([CH2:11][N:12]3[C:16]4=[N:17][C:18]([C:21]5[CH:22]=[N:23][N:24]([CH2:26][CH2:27][OH:28])[CH:25]=5)=[CH:19][CH:20]=[C:15]4[N:14]=[N:13]3)=[CH:8][CH:9]=2)[CH:4]=[CH:3][CH:2]=1.C(O)(=[O:31])C, predict the reaction product. The product is: [OH:28][CH2:27][CH2:26][N:24]1[CH:25]=[C:21]([C:18]2[N:17]=[C:16]3[N:12]([CH2:11][C:7]4[CH:6]=[C:5]5[C:10](=[CH:9][CH:8]=4)[N+:1]([O-:31])=[CH:2][CH:3]=[CH:4]5)[N:13]=[N:14][C:15]3=[CH:20][CH:19]=2)[CH:22]=[N:23]1. (5) Given the reactants [SH:1][C:2]1[N:7]=[CH:6][CH:5]=[CH:4][N:3]=1.[CH2:8](O[K])C.ClC[CH:14]([C:23]1[CH:28]=[CH:27][CH:26]=[CH:25][CH:24]=1)[CH2:15][Si:16]([O:21][CH3:22])([O:19][CH3:20])[O:17][CH3:18], predict the reaction product. The product is: [CH3:22][O:21][Si:16]([O:17][CH3:18])([O:19][CH3:20])[CH2:15][CH2:14][C:23]1[CH:24]=[CH:25][C:26]([CH2:8][S:1][C:2]2[N:7]=[CH:6][CH:5]=[CH:4][N:3]=2)=[CH:27][CH:28]=1. (6) Given the reactants [F:1][C:2]1[CH:7]=[CH:6][C:5]([N:8]2[C:12]3[CH:13]=[C:14]4[C@:19]([C:21]([C:23]5[N:24]=[C:25]([Si](C)(C)C)[S:26][CH:27]=5)=[O:22])([CH2:20][C:11]=3[CH:10]=[N:9]2)[CH2:18][N:17](C(OC(C)(C)C)=O)[CH2:16][CH2:15]4)=[CH:4][CH:3]=1.[F:39][C:40]([F:52])([F:51])[C:41]1[CH:46]=[CH:45][C:44]([S:47](Cl)(=[O:49])=[O:48])=[CH:43][CH:42]=1.C(N(C(C)C)CC)(C)C, predict the reaction product. The product is: [F:1][C:2]1[CH:3]=[CH:4][C:5]([N:8]2[C:12]3[CH:13]=[C:14]4[C@:19]([C:21]([C:23]5[N:24]=[CH:25][S:26][CH:27]=5)=[O:22])([CH2:20][C:11]=3[CH:10]=[N:9]2)[CH2:18][N:17]([S:47]([C:44]2[CH:43]=[CH:42][C:41]([C:40]([F:39])([F:51])[F:52])=[CH:46][CH:45]=2)(=[O:49])=[O:48])[CH2:16][CH2:15]4)=[CH:6][CH:7]=1. (7) Given the reactants CC(C)([O-])C.[K+].Cl[C:8]1[C:17]2[C:12](=[C:13]([O:20][CH:21]3[CH2:25][CH2:24][CH2:23][CH2:22]3)[C:14]([O:18][CH3:19])=[CH:15][CH:16]=2)[O:11][C:10](=[O:26])[CH:9]=1.[Cl:27][C:28]1[C:34]([CH3:35])=[CH:33][CH:32]=[C:31]([Cl:36])[C:29]=1[NH2:30].OP([O-])(O)=O.[K+], predict the reaction product. The product is: [CH:21]1([O:20][C:13]2[C:14]([O:18][CH3:19])=[CH:15][CH:16]=[C:17]3[C:12]=2[O:11][C:10](=[O:26])[CH:9]=[C:8]3[NH:30][C:29]2[C:31]([Cl:36])=[CH:32][CH:33]=[C:34]([CH3:35])[C:28]=2[Cl:27])[CH2:25][CH2:24][CH2:23][CH2:22]1. (8) Given the reactants CC1(C)[O:7][C:6](=[O:8])[CH:5]([CH2:9][C:10]2[CH:15]=[CH:14][CH:13]=[C:12]([C:16]([F:19])([F:18])[F:17])[CH:11]=2)[C:4](=[O:20])[O:3]1, predict the reaction product. The product is: [F:17][C:16]([F:18])([F:19])[C:12]1[CH:11]=[C:10]([CH:15]=[CH:14][CH:13]=1)[CH2:9][CH:5]([C:6]([OH:8])=[O:7])[C:4]([OH:20])=[O:3].